Predict the reactants needed to synthesize the given product. From a dataset of Full USPTO retrosynthesis dataset with 1.9M reactions from patents (1976-2016). (1) Given the product [CH2:13]([O:12][C:4]1[CH:3]=[C:2]([B:17]([OH:21])[OH:18])[CH:11]=[CH:10][C:5]=1[C:6]([O:8][CH3:9])=[O:7])[CH:14]([CH3:16])[CH3:15], predict the reactants needed to synthesize it. The reactants are: Br[C:2]1[CH:11]=[CH:10][C:5]([C:6]([O:8][CH3:9])=[O:7])=[C:4]([O:12][CH2:13][CH:14]([CH3:16])[CH3:15])[CH:3]=1.[B:17]1(B2OC(C)(C)C(C)(C)O2)[O:21]C(C)(C)C(C)(C)[O:18]1.C([O-])(=O)C.[K+].C(OCC)(=O)C. (2) The reactants are: C[Sn](C)(C)[C:3]1[CH:8]=[CH:7][N:6]=[CH:5][CH:4]=1.[C:11]([O:15][N:16]([C@H:19]([C:27]1[N:28]([CH3:39])[C:29]([C:32]2[CH:37]=[CH:36][C:35](Br)=[CH:34][CH:33]=2)=[CH:30][N:31]=1)[CH2:20][C:21]1[CH:26]=[CH:25][CH:24]=[CH:23][N:22]=1)[CH:17]=[O:18])([CH3:14])([CH3:13])[CH3:12].[Cl-].[Li+].[F-].[K+]. Given the product [C:11]([O:15][N:16]([C@H:19]([C:27]1[N:28]([CH3:39])[C:29]([C:32]2[CH:37]=[CH:36][C:35]([C:3]3[CH:8]=[CH:7][N:6]=[CH:5][CH:4]=3)=[CH:34][CH:33]=2)=[CH:30][N:31]=1)[CH2:20][C:21]1[CH:26]=[CH:25][CH:24]=[CH:23][N:22]=1)[CH:17]=[O:18])([CH3:14])([CH3:13])[CH3:12], predict the reactants needed to synthesize it.